From a dataset of Forward reaction prediction with 1.9M reactions from USPTO patents (1976-2016). Predict the product of the given reaction. (1) Given the reactants [Cl:1][C:2]1[N:11]=[C:10](Cl)[C:9]2[C:4](=[CH:5][C:6]([O:15][CH3:16])=[C:7]([O:13][CH3:14])[CH:8]=2)[N:3]=1.B([O-])([O-])O[C:19]1[CH:24]=[CH:23][CH:22]=[C:21]([NH:25][C:26]([O:28][C:29]([CH3:32])([CH3:31])[CH3:30])=[O:27])[CH:20]=1.C(=O)([O-])[O-].[Na+].[Na+].[Cl-].[Na+], predict the reaction product. The product is: [Cl:1][C:2]1[N:11]=[C:10]([C:19]2[CH:20]=[C:21]([NH:25][C:26](=[O:27])[O:28][C:29]([CH3:31])([CH3:30])[CH3:32])[CH:22]=[CH:23][CH:24]=2)[C:9]2[C:4](=[CH:5][C:6]([O:15][CH3:16])=[C:7]([O:13][CH3:14])[CH:8]=2)[N:3]=1. (2) Given the reactants NO.Cl.[Br:4][C:5]1[CH:17]=[CH:16][C:15]([Cl:18])=[CH:14][C:6]=1[CH2:7][C:8]1[N:9]=NN(C)[N:12]=1.C([O-])([O-])=[O:20].[K+].[K+], predict the reaction product. The product is: [Br:4][C:5]1[CH:17]=[CH:16][C:15]([Cl:18])=[CH:14][C:6]=1[CH2:7]/[C:8](=[N:9]/[OH:20])/[NH2:12]. (3) Given the reactants [NH2:1][C:2]1[CH:3]=[C:4]([C:9]2[CH:10]=[CH:11][C:12]3[O:18][CH2:17][CH2:16][N:15]([C:19]([C:21]4[CH:26]=[CH:25][C:24]([S:27]([CH3:30])(=[O:29])=[O:28])=[CH:23][CH:22]=4)=[O:20])[CH2:14][C:13]=3[CH:31]=2)[CH:5]=[CH:6][C:7]=1[NH2:8].CC(O)=O.[N:36]([O-])=O.[Na+], predict the reaction product. The product is: [NH:1]1[C:2]2[CH:3]=[C:4]([C:9]3[CH:10]=[CH:11][C:12]4[O:18][CH2:17][CH2:16][N:15]([C:19]([C:21]5[CH:26]=[CH:25][C:24]([S:27]([CH3:30])(=[O:29])=[O:28])=[CH:23][CH:22]=5)=[O:20])[CH2:14][C:13]=4[CH:31]=3)[CH:5]=[CH:6][C:7]=2[N:8]=[N:36]1. (4) Given the reactants [CH2:1]([NH:3][CH2:4][C:5]1[CH:10]=[CH:9][C:8]([CH2:11][N:12]2[CH2:17][CH2:16][N:15]([C:18]3[C:23]([C:24]([O:26][CH:27]([CH3:29])[CH3:28])=[O:25])=[CH:22][CH:21]=[CH:20][N:19]=3)[CH2:14][CH2:13]2)=[CH:7][CH:6]=1)[CH3:2].[F:30][C:31]1[CH:38]=[CH:37][C:34]([CH:35]=O)=[CH:33][CH:32]=1.C(O)(=O)C.C([BH3-])#N.[Na+], predict the reaction product. The product is: [CH2:1]([N:3]([CH2:4][C:5]1[CH:6]=[CH:7][C:8]([CH2:11][N:12]2[CH2:13][CH2:14][N:15]([C:18]3[C:23]([C:24]([O:26][CH:27]([CH3:28])[CH3:29])=[O:25])=[CH:22][CH:21]=[CH:20][N:19]=3)[CH2:16][CH2:17]2)=[CH:9][CH:10]=1)[CH2:35][C:34]1[CH:37]=[CH:38][C:31]([F:30])=[CH:32][CH:33]=1)[CH3:2]. (5) Given the reactants CON(C)[C:4]([C:6]1[O:7][C:8]([S:11]([CH3:14])(=[O:13])=[O:12])=[CH:9][CH:10]=1)=[O:5].[CH2:16]([Mg]Cl)[CH3:17], predict the reaction product. The product is: [CH3:14][S:11]([C:8]1[O:7][C:6]([C:4](=[O:5])[CH2:16][CH3:17])=[CH:10][CH:9]=1)(=[O:12])=[O:13]. (6) The product is: [NH:26]1[CH:25]=[C:24]([C:20]2[CH:19]=[C:18]3[C:23](=[CH:22][CH:21]=2)[N:15]([CH2:14][CH:11]2[CH2:10][CH2:9][N:8]([C:6]([NH:5][CH2:1][CH:2]([CH3:4])[CH3:3])=[O:7])[CH2:13][CH2:12]2)[CH2:16][CH2:17]3)[CH:28]=[N:27]1. Given the reactants [CH2:1]([NH:5][C:6]([N:8]1[CH2:13][CH2:12][CH:11]([CH2:14][N:15]2[C:23]3[C:18](=[CH:19][C:20]([C:24]4[CH:25]=[N:26][N:27](C5CCCCO5)[CH:28]=4)=[CH:21][CH:22]=3)[CH:17]=[CH:16]2)[CH2:10][CH2:9]1)=[O:7])[CH:2]([CH3:4])[CH3:3].C(NC(N1CCC(CN2C3C(=CC(C4C=NN(C(=O)NCC(C)C)C=4)=CC=3)C=C2)CC1)=O)C(C)C.[BH3-]C#N.[Na+].Cl, predict the reaction product. (7) Given the reactants [N:1]1[CH:6]=[CH:5][C:4]([N:7]2[CH2:12][CH2:11][CH:10]([C:13](Cl)=[O:14])[CH2:9][CH2:8]2)=[CH:3][CH:2]=1.Cl.[NH2:17][CH2:18][CH2:19][CH:20]([NH:29][C:30](=[O:46])[CH2:31][NH:32][S:33]([C:36]1[CH:45]=[CH:44][C:43]2[C:38](=[CH:39][CH:40]=[CH:41][CH:42]=2)[CH:37]=1)(=[O:35])=[O:34])[C:21]([N:23]1[CH2:28][CH2:27][CH2:26][CH2:25][CH2:24]1)=[O:22], predict the reaction product. The product is: [CH:37]1[C:38]2[C:43](=[CH:42][CH:41]=[CH:40][CH:39]=2)[CH:44]=[CH:45][C:36]=1[S:33]([NH:32][CH2:31][C:30]([NH:29][CH:20]([C:21]([N:23]1[CH2:28][CH2:27][CH2:26][CH2:25][CH2:24]1)=[O:22])[CH2:19][CH2:18][NH:17][C:13]([CH:10]1[CH2:11][CH2:12][N:7]([C:4]2[CH:5]=[CH:6][N:1]=[CH:2][CH:3]=2)[CH2:8][CH2:9]1)=[O:14])=[O:46])(=[O:35])=[O:34]. (8) Given the reactants [F:1][C:2]([F:16])([F:15])[C:3]1[CH:12]=[C:11]2[C:6]([CH:7]=[CH:8][C:9]([CH:13]=O)=[N:10]2)=[CH:5][CH:4]=1.[N:17]1[CH:22]=[CH:21][C:20]([C:23](=[O:44])[CH:24]=P(C2C=CC=CC=2)(C2C=CC=CC=2)C2C=CC=CC=2)=[CH:19][CH:18]=1, predict the reaction product. The product is: [N:17]1[CH:22]=[CH:21][C:20]([C:23](=[O:44])[CH:24]=[CH:13][C:9]2[CH:8]=[CH:7][C:6]3[C:11](=[CH:12][C:3]([C:2]([F:16])([F:15])[F:1])=[CH:4][CH:5]=3)[N:10]=2)=[CH:19][CH:18]=1. (9) Given the reactants [CH3:1][N:2]1[C:6]2[NH:7][C:8](=O)[CH:9]=[C:10]([C:11]([F:14])([F:13])[F:12])[C:5]=2[C:4]([C:16]2[CH:21]=[CH:20][CH:19]=[CH:18][CH:17]=2)=[N:3]1.P(Br)(Br)([Br:24])=O, predict the reaction product. The product is: [Br:24][C:8]1[N:7]=[C:6]2[N:2]([CH3:1])[N:3]=[C:4]([C:16]3[CH:21]=[CH:20][CH:19]=[CH:18][CH:17]=3)[C:5]2=[C:10]([C:11]([F:14])([F:13])[F:12])[CH:9]=1. (10) Given the reactants Cl[C:2]1[C:7]([C:8]([F:11])([F:10])[F:9])=[CH:6][N:5]=[C:4]([NH:12][C:13]2[CH:27]=[CH:26][C:16]([CH2:17][P:18](=[O:25])([O:22][CH2:23][CH3:24])[O:19][CH2:20][CH3:21])=[CH:15][C:14]=2[O:28][CH3:29])[N:3]=1.[NH2:30][C:31]1[CH:32]=[CH:33][C:34]([C@H:42]2[CH2:47][CH2:46][C@@H:45]([O:48][CH2:49][CH3:50])[CH2:44][CH2:43]2)=[C:35]2[C:39]=1[C:38](=[O:40])[N:37]([CH3:41])[CH2:36]2, predict the reaction product. The product is: [CH2:49]([O:48][C@@H:45]1[CH2:44][CH2:43][C@H:42]([C:34]2[CH:33]=[CH:32][C:31]([NH:30][C:2]3[C:7]([C:8]([F:11])([F:9])[F:10])=[CH:6][N:5]=[C:4]([NH:12][C:13]4[CH:27]=[CH:26][C:16]([CH2:17][P:18](=[O:25])([O:22][CH2:23][CH3:24])[O:19][CH2:20][CH3:21])=[CH:15][C:14]=4[O:28][CH3:29])[N:3]=3)=[C:39]3[C:35]=2[CH2:36][N:37]([CH3:41])[C:38]3=[O:40])[CH2:47][CH2:46]1)[CH3:50].